This data is from Reaction yield outcomes from USPTO patents with 853,638 reactions. The task is: Predict the reaction yield, written as a fraction of the theoretical maximum amount of product (1.0 means a 100% yield; for example, 0.34 means a 34% yield). (1) The reactants are Br[C:2]1[S:6][C:5]([CH:7]=[O:8])=[CH:4][CH:3]=1.[N:9]1([C:15]([O:17][C:18]([CH3:21])([CH3:20])[CH3:19])=[O:16])[CH2:14][CH2:13][NH:12][CH2:11][CH2:10]1.C(N(C(C)C)C(C)C)C. The catalyst is CS(C)=O. The product is [CH:7]([C:5]1[S:6][C:2]([N:12]2[CH2:11][CH2:10][N:9]([C:15]([O:17][C:18]([CH3:21])([CH3:20])[CH3:19])=[O:16])[CH2:14][CH2:13]2)=[CH:3][CH:4]=1)=[O:8]. The yield is 0.730. (2) The reactants are B(Br)(Br)Br.[ClH:5].[NH2:6][C:7]1[N:12]=[CH:11][N:10]=[C:9]2[N:13]([CH:25]([C:27]3[O:28][C:29](=[O:47])[C:30]4[C:35]([C:36]=3[C:37]3[CH2:38][C:39]([CH3:46])([CH3:45])[NH:40][C:41]([CH3:44])([CH3:43])[CH:42]=3)=[CH:34][CH:33]=[CH:32][CH:31]=4)[CH3:26])[N:14]=[C:15]([C:16]3[CH:21]=[C:20]([O:22]C)[CH:19]=[C:18]([F:24])[CH:17]=3)[C:8]=12.CCO. The product is [ClH:5].[NH2:6][C:7]1[N:12]=[CH:11][N:10]=[C:9]2[N:13]([CH:25]([C:27]3[O:28][C:29](=[O:47])[C:30]4[C:35]([C:36]=3[C:37]3[CH2:38][C:39]([CH3:46])([CH3:45])[NH:40][C:41]([CH3:44])([CH3:43])[CH:42]=3)=[CH:34][CH:33]=[CH:32][CH:31]=4)[CH3:26])[N:14]=[C:15]([C:16]3[CH:21]=[C:20]([OH:22])[CH:19]=[C:18]([F:24])[CH:17]=3)[C:8]=12. The yield is 0.760. The catalyst is C(Cl)Cl.C(O)=O.O.CC#N. (3) The reactants are O[Li].O.[CH3:4][C@H:5]1[C:13]2[C:12]([N:14]3[CH2:19][CH2:18][N:17]([C:20]([O:22][C:23]([CH3:26])([CH3:25])[CH3:24])=[O:21])[CH2:16][CH2:15]3)=[N:11][CH:10]=[N:9][C:8]=2[C@H:7]([O:27]C(=O)C2C=CC([N+]([O-])=O)=CC=2)[CH2:6]1.C1COCC1. The catalyst is O. The product is [OH:27][C@H:7]1[C:8]2[N:9]=[CH:10][N:11]=[C:12]([N:14]3[CH2:19][CH2:18][N:17]([C:20]([O:22][C:23]([CH3:26])([CH3:25])[CH3:24])=[O:21])[CH2:16][CH2:15]3)[C:13]=2[C@H:5]([CH3:4])[CH2:6]1. The yield is 1.00. (4) The reactants are [C:1]([C:5]1[CH:6]=[C:7]([C:16]2[O:17][CH:18]=[C:19]([CH2:21][CH2:22][O:23][C:24]3[CH:29]=[CH:28][C:27]([C:30](=O)[CH3:31])=[CH:26][CH:25]=3)[N:20]=2)[CH:8]=[C:9]([C:12]([CH3:15])([CH3:14])[CH3:13])[C:10]=1[OH:11])([CH3:4])([CH3:3])[CH3:2].C([BH3-])#N.[Na+].[CH3:37][NH:38][CH3:39].[ClH:40]. The catalyst is C(Cl)Cl. The product is [ClH:40].[C:12]([C:9]1[CH:8]=[C:7]([C:16]2[O:17][CH:18]=[C:19]([CH2:21][CH2:22][O:23][C:24]3[CH:25]=[CH:26][C:27]([CH:30]([N:38]([CH3:39])[CH3:37])[CH3:31])=[CH:28][CH:29]=3)[N:20]=2)[CH:6]=[C:5]([C:1]([CH3:3])([CH3:2])[CH3:4])[C:10]=1[OH:11])([CH3:13])([CH3:15])[CH3:14]. The yield is 0.800.